This data is from Full USPTO retrosynthesis dataset with 1.9M reactions from patents (1976-2016). The task is: Predict the reactants needed to synthesize the given product. (1) Given the product [Br:1][C:2]1[CH:3]=[C:4]2[C:15]3([CH2:17][C:18]([F:23])([F:22])[C:19](=[O:20])[NH:21]3)[C:14]3[C:9](=[CH:10][CH:11]=[C:12]([O:24][CH3:25])[CH:13]=3)[O:8][C:5]2=[N:6][CH:7]=1, predict the reactants needed to synthesize it. The reactants are: [Br:1][C:2]1[CH:3]=[C:4]2[C:15]([CH2:17][C:18]([F:23])([F:22])[C:19]([NH2:21])=[O:20])(O)[C:14]3[C:9](=[CH:10][CH:11]=[C:12]([O:24][CH3:25])[CH:13]=3)[O:8][C:5]2=[N:6][CH:7]=1.C([O-])(=O)C.[NH4+]. (2) The reactants are: Br[C:2]1[CH:3]=[C:4]2[C:8](=[C:9]([CH3:11])[CH:10]=1)[N:7]([S:12]([C:15]1[CH:27]=[CH:26][C:18]([O:19][CH2:20][C:21]([O:23]CC)=[O:22])=[C:17]([CH3:28])[CH:16]=1)(=[O:14])=[O:13])[CH:6]([CH3:29])[CH:5]2[CH3:30].[F:31][C:32]([F:43])([F:42])[C:33]1[CH:38]=[CH:37][C:36](B(O)O)=[CH:35][CH:34]=1.C(=O)([O-])[O-].[Na+].[Na+]. Given the product [CH3:28][C:17]1[CH:16]=[C:15]([S:12]([N:7]2[C:8]3[C:4](=[CH:3][C:2]([C:36]4[CH:37]=[CH:38][C:33]([C:32]([F:43])([F:42])[F:31])=[CH:34][CH:35]=4)=[CH:10][C:9]=3[CH3:11])[CH:5]([CH3:30])[CH:6]2[CH3:29])(=[O:14])=[O:13])[CH:27]=[CH:26][C:18]=1[O:19][CH2:20][C:21]([OH:23])=[O:22], predict the reactants needed to synthesize it. (3) Given the product [CH2:2]([O:3][C:4]([C@H:6]1[CH2:12][CH2:11][C@H:9]([NH:15][NH:14][C:13]([O:17][C:18]([CH3:21])([CH3:20])[CH3:19])=[O:16])[CH2:8][CH2:7]1)=[O:5])[CH3:1], predict the reactants needed to synthesize it. The reactants are: [CH3:1][CH2:2][O:3][C:4]([CH:6]1[CH2:12][CH2:11][C:9](=O)[CH2:8][CH2:7]1)=[O:5].[C:13]([O:17][C:18]([CH3:21])([CH3:20])[CH3:19])(=[O:16])[NH:14][NH2:15].[BH-](OC(C)=O)(OC(C)=O)OC(C)=O.[Na+].C([O-])([O-])=O.[Na+].[Na+]. (4) Given the product [CH3:33][O:25][C:24](=[O:26])[C:23]1[CH:27]=[CH:28][CH:29]=[N:30][C:22]=1[CH2:21][C@@H:11]1[O:10][C:9]([CH3:32])([CH3:31])[N:8]([C:6]([O:5][C:1]([CH3:4])([CH3:2])[CH3:3])=[O:7])[C@@H:12]1[CH2:13][C:14]1[CH:19]=[CH:18][CH:17]=[CH:16][C:15]=1[F:20], predict the reactants needed to synthesize it. The reactants are: [C:1]([O:5][C:6]([N:8]1[C@H:12]([CH2:13][C:14]2[CH:19]=[CH:18][CH:17]=[CH:16][C:15]=2[F:20])[CH:11]([CH2:21][C:22]2[N:30]=[CH:29][CH:28]=[CH:27][C:23]=2[C:24]([OH:26])=[O:25])[O:10][C:9]1([CH3:32])[CH3:31])=[O:7])([CH3:4])([CH3:3])[CH3:2].[CH3:33][Si](C=[N+]=[N-])(C)C.CCCCCC.